Binary Classification. Given a drug SMILES string, predict its activity (active/inactive) in a high-throughput screening assay against a specified biological target. From a dataset of Choline transporter screen with 302,306 compounds. (1) The molecule is [O-][N+](=O)c1ncc(N2CC(CC(C2)C)C)cc1. The result is 0 (inactive). (2) The drug is FC(F)(Oc1c(NC(=O)c2ccc(F)cc2)cc(NC(=O)c2ccc(F)cc2)cc1)C(F)F. The result is 0 (inactive). (3) The drug is Clc1cc(C(=O)Nc2c(SCC3n4c(SC3)nc3c(c4=O)cccc3)cccc2)ccc1. The result is 0 (inactive).